Dataset: NCI-60 drug combinations with 297,098 pairs across 59 cell lines. Task: Regression. Given two drug SMILES strings and cell line genomic features, predict the synergy score measuring deviation from expected non-interaction effect. (1) Drug 1: C1CN(CCN1C(=O)CCBr)C(=O)CCBr. Drug 2: CC1C(C(CC(O1)OC2CC(CC3=C2C(=C4C(=C3O)C(=O)C5=C(C4=O)C(=CC=C5)OC)O)(C(=O)CO)O)N)O.Cl. Cell line: HS 578T. Synergy scores: CSS=35.8, Synergy_ZIP=-4.99, Synergy_Bliss=-6.38, Synergy_Loewe=-3.56, Synergy_HSA=-2.32. (2) Drug 1: CC1=C(C=C(C=C1)C(=O)NC2=CC(=CC(=C2)C(F)(F)F)N3C=C(N=C3)C)NC4=NC=CC(=N4)C5=CN=CC=C5. Drug 2: COC1=C2C(=CC3=C1OC=C3)C=CC(=O)O2. Cell line: LOX IMVI. Synergy scores: CSS=-3.06, Synergy_ZIP=9.27, Synergy_Bliss=8.54, Synergy_Loewe=-3.19, Synergy_HSA=-4.32. (3) Drug 1: C1=NC2=C(N1)C(=S)N=CN2. Drug 2: CCCCCOC(=O)NC1=NC(=O)N(C=C1F)C2C(C(C(O2)C)O)O. Cell line: HOP-62. Synergy scores: CSS=16.1, Synergy_ZIP=-1.86, Synergy_Bliss=3.91, Synergy_Loewe=3.42, Synergy_HSA=3.44.